This data is from Full USPTO retrosynthesis dataset with 1.9M reactions from patents (1976-2016). The task is: Predict the reactants needed to synthesize the given product. (1) Given the product [C:13]([C:4]1[C:5]([OH:12])=[C:6]([C:10]([CH3:11])=[C:2]([Cl:1])[CH:3]=1)[C:7]([NH:22][C:21]1[CH:23]=[CH:24][C:25]([Cl:26])=[C:19]([C:18]([F:28])([F:17])[F:27])[CH:20]=1)=[O:9])([CH3:16])([CH3:15])[CH3:14], predict the reactants needed to synthesize it. The reactants are: [Cl:1][C:2]1[C:10]([CH3:11])=[C:6]([C:7]([OH:9])=O)[C:5]([OH:12])=[C:4]([C:13]([CH3:16])([CH3:15])[CH3:14])[CH:3]=1.[F:17][C:18]([F:28])([F:27])[C:19]1[CH:20]=[C:21]([CH:23]=[CH:24][C:25]=1[Cl:26])[NH2:22]. (2) Given the product [Br:1][C:2]1[CH:3]=[CH:4][C:5]2[C:9]([CH2:16][N:17]([CH3:22])[S:18]([CH3:21])(=[O:20])=[O:19])=[CH:8][S:7][C:6]=2[CH:15]=1, predict the reactants needed to synthesize it. The reactants are: [Br:1][C:2]1[CH:3]=[CH:4][C:5]2[CH:9]=[C:8](C(OCC)=O)[S:7][C:6]=2[CH:15]=1.[CH3:16][NH:17][S:18]([CH3:21])(=[O:20])=[O:19].[C:22](=O)([O-])[O-].[K+].[K+]. (3) Given the product [CH3:1][O:2][C:3]1[CH:4]=[C:5]([CH:10]=[CH:11][C:12]=1[O:13][CH2:14][CH2:15][C:16]([F:17])([F:19])[F:18])[C:6]([OH:8])=[O:7], predict the reactants needed to synthesize it. The reactants are: [CH3:1][O:2][C:3]1[CH:4]=[C:5]([CH:10]=[CH:11][C:12]=1[O:13][CH2:14][CH2:15][C:16]([F:19])([F:18])[F:17])[C:6]([O:8]C)=[O:7].[OH-].[Na+].Cl. (4) Given the product [F:23][C:22]1[CH:21]=[C:20]([CH3:24])[CH:19]=[C:18]([F:25])[C:17]=1[CH2:16][O:15][C:12]1[C:11]([C:26]([NH2:27])=[O:28])=[C:10]([NH:9][C:8]([NH:38][CH2:37][CH2:36][CH:32]2[CH2:33][CH2:34][CH2:35][N:31]2[CH3:30])=[O:29])[S:14][N:13]=1, predict the reactants needed to synthesize it. The reactants are: C1(O[C:8](=[O:29])[NH:9][C:10]2[S:14][N:13]=[C:12]([O:15][CH2:16][C:17]3[C:22]([F:23])=[CH:21][C:20]([CH3:24])=[CH:19][C:18]=3[F:25])[C:11]=2[C:26](=[O:28])[NH2:27])C=CC=CC=1.[CH3:30][N:31]1[CH2:35][CH2:34][CH2:33][CH:32]1[CH2:36][CH2:37][NH2:38]. (5) The reactants are: [CH2:1]([C:5]12[CH2:17][CH2:16][C:15](=[O:18])[C:14]([C:19]([O:21]CC)=[CH2:20])=[C:13]1[C:12]1[C:7](=[C:8]([Cl:26])[C:9]([O:24][CH3:25])=[CH:10][CH:11]=1)[CH2:6]2)[CH2:2][CH2:3][CH3:4].Cl. Given the product [C:19]([C:14]1[C:15](=[O:18])[CH2:16][CH2:17][C:5]2([CH2:1][CH2:2][CH2:3][CH3:4])[C:13]=1[C:12]1[C:7](=[C:8]([Cl:26])[C:9]([O:24][CH3:25])=[CH:10][CH:11]=1)[CH2:6]2)(=[O:21])[CH3:20], predict the reactants needed to synthesize it.